From a dataset of Full USPTO retrosynthesis dataset with 1.9M reactions from patents (1976-2016). Predict the reactants needed to synthesize the given product. Given the product [CH2:14]([O:10]/[N:9]=[N+:8](/[N:4]1[CH2:5][CH2:6][CH2:7][C@H:3]1[CH2:2][OH:1])\[O-:11])[CH2:15][CH2:16][CH3:17], predict the reactants needed to synthesize it. The reactants are: [OH:1][CH2:2][C@@H:3]1[CH2:7][CH2:6][CH2:5][N:4]1/[N+:8](/[O-:11])=[N:9]/[O-:10].[Na+].Br[CH2:14][CH2:15][CH2:16][CH3:17].